Dataset: Full USPTO retrosynthesis dataset with 1.9M reactions from patents (1976-2016). Task: Predict the reactants needed to synthesize the given product. (1) Given the product [NH2:1][CH:2]([OH:23])[C@H:3]([CH3:22])[CH2:4][CH2:5][C:6]1[S:7][C:8]([C:11](=[O:25])[CH2:12][CH2:13][CH2:14][CH2:15][CH:16]2[CH2:17][CH2:18][CH2:19][CH2:20][CH2:21]2)=[CH:9][CH:10]=1, predict the reactants needed to synthesize it. The reactants are: [NH2:1][CH:2]([OH:23])[C@H:3]([CH3:22])[CH2:4][CH2:5][C:6]1[S:7][C:8]([C:11]#[C:12][CH2:13][CH2:14][CH2:15][CH:16]2[CH2:21][CH2:20][CH2:19][CH2:18][CH2:17]2)=[CH:9][CH:10]=1.S(=O)(=O)(O)[OH:25].[OH-].[Na+]. (2) The reactants are: O[C:2]1([CH3:18])[N:6]([C:7]([O:9][CH2:10][CH:11]=[CH2:12])=[O:8])[C@@H:5]([C:13]([O:15]CC)=[O:14])[CH2:4][CH2:3]1. Given the product [CH2:10]([O:9][C:7]([N:6]1[CH:2]([CH3:18])[CH2:3][CH2:4][C@@H:5]1[C:13]([OH:15])=[O:14])=[O:8])[CH:11]=[CH2:12], predict the reactants needed to synthesize it. (3) Given the product [C:1]([O:5][C:6]([N:8]1[CH2:13][C@H:12]2[C@H:10]([CH2:11]2)[C@H:9]1[CH2:14][NH:15][C:25]([C:22]1[S:23][CH:24]=[C:17]2[C:18]=1[O:19][CH2:20][CH2:21][O:16]2)=[O:26])=[O:7])([CH3:4])([CH3:3])[CH3:2], predict the reactants needed to synthesize it. The reactants are: [C:1]([O:5][C:6]([N:8]1[CH2:13][C@H:12]2[C@H:10]([CH2:11]2)[C@H:9]1[CH2:14][NH2:15])=[O:7])([CH3:4])([CH3:3])[CH3:2].[O:16]1[CH2:21][CH2:20][O:19][C:18]2=[C:22]([C:25](O)=[O:26])[S:23][CH:24]=[C:17]12. (4) Given the product [CH3:20][N:21]([CH2:22][C:23]#[CH:24])[C:2]1[N:10]=[CH:9][N:8]=[C:7]2[C:3]=1[N:4]=[CH:5][N:6]2[C@@H:11]1[O:17][C@H:16]([CH2:18][OH:19])[C@@H:14]([OH:15])[C@H:12]1[OH:13], predict the reactants needed to synthesize it. The reactants are: Cl[C:2]1[N:10]=[CH:9][N:8]=[C:7]2[C:3]=1[N:4]=[CH:5][N:6]2[C@@H:11]1[O:17][C@H:16]([CH2:18][OH:19])[C@@H:14]([OH:15])[C@H:12]1[OH:13].[CH3:20][NH:21][CH2:22][C:23]#[CH:24]. (5) Given the product [F:1][C:2]1[C:10]([F:11])=[CH:9][CH:8]=[CH:7][C:3]=1[C:4]([N:22]1[CH2:23][CH2:24][CH2:25][C:20]([OH:26])([C:16]2[CH:17]=[CH:18][CH:19]=[C:14]([O:13][CH3:12])[CH:15]=2)[CH2:21]1)=[O:5], predict the reactants needed to synthesize it. The reactants are: [F:1][C:2]1[C:10]([F:11])=[CH:9][CH:8]=[CH:7][C:3]=1[C:4](Cl)=[O:5].[CH3:12][O:13][C:14]1[CH:15]=[C:16]([C:20]2([OH:26])[CH2:25][CH2:24][CH2:23][NH:22][CH2:21]2)[CH:17]=[CH:18][CH:19]=1. (6) Given the product [NH:6]1[C:7]2[C:12](=[CH:11][CH:10]=[CH:9][CH:8]=2)[C:4]([CH2:3][CH2:2][N:15]2[CH2:16][CH2:17][S:13][CH2:14]2)=[CH:5]1, predict the reactants needed to synthesize it. The reactants are: Br[CH2:2][CH2:3][C:4]1[C:12]2[C:7](=[CH:8][CH:9]=[CH:10][CH:11]=2)[NH:6][CH:5]=1.[S:13]1[CH2:17][CH2:16][NH:15][CH2:14]1.